This data is from Reaction yield outcomes from USPTO patents with 853,638 reactions. The task is: Predict the reaction yield, written as a fraction of the theoretical maximum amount of product (1.0 means a 100% yield; for example, 0.34 means a 34% yield). (1) The product is [OH:2][C:3]1[CH:4]=[CH:5][C:6]2[C:10]([O:11][C:12]3[CH:17]=[CH:16][C:15](/[CH:18]=[CH:19]/[C:20]([O:22][CH3:23])=[O:21])=[CH:14][CH:13]=3)=[C:9]([C:24]3[CH:25]=[CH:26][C:27]([OH:30])=[CH:28][CH:29]=3)[S:8][C:7]=2[CH:32]=1. The catalyst is C(Cl)Cl. The reactants are C[O:2][C:3]1[CH:4]=[CH:5][C:6]2[C:10]([O:11][C:12]3[CH:17]=[CH:16][C:15](/[CH:18]=[CH:19]/[C:20]([O:22][CH3:23])=[O:21])=[CH:14][CH:13]=3)=[C:9]([C:24]3[CH:29]=[CH:28][C:27]([O:30]C)=[CH:26][CH:25]=3)[S:8][C:7]=2[CH:32]=1.B(Br)(Br)Br. The yield is 0.120. (2) The reactants are CC(C)C[O:4][C:5]([C:7]1[C:8](=[O:29])[N:9]([CH2:19][C:20]2[CH:25]=[CH:24][C:23]([OH:26])=[C:22]([F:27])[C:21]=2[F:28])[N:10]([CH3:18])[C:11]2([C:16]=1[OH:17])[CH2:15][CH2:14][CH2:13][CH2:12]2)=O.[F:31][C:32]([F:51])([F:50])[C:33]1[CH:39]=[CH:38][C:36]([NH2:37])=[C:35]([C:40]2[CH:45]=[C:44]([C:46]([F:49])([F:48])[F:47])[N:43]=[CH:42][N:41]=2)[CH:34]=1.[Cl:52][CH2:53][CH2:54]Cl.C(=O)([O-])[O-].[K+].[K+]. The catalyst is CN(C)C=O. The product is [Cl:52][CH2:53][CH2:54][O:26][C:23]1[CH:24]=[CH:25][C:20]([CH2:19][N:9]2[C:8](=[O:29])[C:7]([C:5]([NH:37][C:36]3[CH:38]=[CH:39][C:33]([C:32]([F:31])([F:50])[F:51])=[CH:34][C:35]=3[C:40]3[CH:45]=[C:44]([C:46]([F:49])([F:48])[F:47])[N:43]=[CH:42][N:41]=3)=[O:4])=[C:16]([OH:17])[C:11]3([CH2:15][CH2:14][CH2:13][CH2:12]3)[N:10]2[CH3:18])=[C:21]([F:28])[C:22]=1[F:27]. The yield is 0.830. (3) The reactants are C[O:2][C:3](=[O:13])[C:4]1[CH:9]=[C:8]([Br:10])[CH:7]=[C:6]([CH3:11])[C:5]=1[NH2:12].[F:14][C:15]1[CH:20]=[CH:19][C:18]([S:21](Cl)(=[O:23])=[O:22])=[CH:17][CH:16]=1.O. The catalyst is N1C=CC=CC=1. The product is [CH3:11][C:6]1[C:5]([NH:12][S:21]([C:18]2[CH:19]=[CH:20][C:15]([F:14])=[CH:16][CH:17]=2)(=[O:23])=[O:22])=[C:4]([CH:9]=[C:8]([Br:10])[CH:7]=1)[C:3]([OH:2])=[O:13]. The yield is 0.390.